Predict which catalyst facilitates the given reaction. From a dataset of Catalyst prediction with 721,799 reactions and 888 catalyst types from USPTO. (1) Reactant: [C:1](=O)([O-])[O-].[K+].[K+].Br[C:8]1[N:12]2[CH:13]=[C:14]([CH3:27])[CH:15]=[C:16]([O:17][CH2:18][C:19]3[C:24]([F:25])=[CH:23][CH:22]=[CH:21][C:20]=3[F:26])[C:11]2=[N:10][C:9]=1[CH3:28].C[C:30]1[N:34]([CH2:35][C:36]([CH3:41])([N+:38]([O-:40])=[O:39])[CH3:37])[N:33]=[CH:32][C:31]=1B1OC(C)(C)C(C)(C)O1. Product: [F:26][C:20]1[CH:21]=[CH:22][CH:23]=[C:24]([F:25])[C:19]=1[CH2:18][O:17][C:16]1[C:11]2[N:12]([C:8]([C:31]3[C:32]([CH3:1])=[N:33][N:34]([CH2:35][C:36]([CH3:37])([N+:38]([O-:40])=[O:39])[CH3:41])[CH:30]=3)=[C:9]([CH3:28])[N:10]=2)[CH:13]=[C:14]([CH3:27])[CH:15]=1. The catalyst class is: 10. (2) Reactant: N=C=N.[CH3:4][O:5][C:6]1[C:11]([C:12]([OH:14])=O)=[CH:10][C:9]([C:15]([NH2:17])=[O:16])=[CH:8][CH:7]=1.O.N1(O)C2C=CC=CC=2N=N1.[Br:29][C:30]1[CH:36]=[CH:35][C:33]([NH2:34])=[C:32]([F:37])[CH:31]=1.C([NH+](CC)CC)C.C(=O)([O-])[O-]. Product: [Br:29][C:30]1[CH:36]=[CH:35][C:33]([NH:34][C:12](=[O:14])[C:11]2[CH:10]=[C:9]([CH:8]=[CH:7][C:6]=2[O:5][CH3:4])[C:15]([NH2:17])=[O:16])=[C:32]([F:37])[CH:31]=1. The catalyst class is: 9. (3) Reactant: Cl[C:2]1[C:7]2[N:8]([CH2:20][C@H:21]3[CH2:26][CH2:25][C@H:24]([CH3:27])[CH2:23][CH2:22]3)[C:9]([N:11]3[CH2:16][CH2:15][O:14][C@@H:13]4[CH2:17][CH2:18][CH2:19][C@@H:12]34)=[N:10][C:6]=2[CH:5]=[C:4]([Cl:28])[N:3]=1.[Cl:29][C:30]1[CH:31]=[C:32](B2OC(C)(C)C(C)(C)O2)[C:33]([F:36])=[N:34][CH:35]=1.C([O-])([O-])=O.[Cs+].[Cs+].O. Product: [Cl:28][C:4]1[N:3]=[C:2]([C:32]2[C:33]([F:36])=[N:34][CH:35]=[C:30]([Cl:29])[CH:31]=2)[C:7]2[N:8]([CH2:20][C@H:21]3[CH2:22][CH2:23][C@H:24]([CH3:27])[CH2:25][CH2:26]3)[C:9]([N:11]3[CH2:16][CH2:15][O:14][C@@H:13]4[CH2:17][CH2:18][CH2:19][C@@H:12]34)=[N:10][C:6]=2[CH:5]=1. The catalyst class is: 25. (4) Reactant: [NH:1]1[CH2:6][CH2:5][CH:4]([N:7]2[C:11]3[CH:12]=[CH:13][CH:14]=[CH:15][C:10]=3[NH:9][C:8]2=[O:16])[CH2:3][CH2:2]1.[C:17]([O:21][C:22](O[C:22]([O:21][C:17]([CH3:20])([CH3:19])[CH3:18])=[O:23])=[O:23])([CH3:20])([CH3:19])[CH3:18]. Product: [C:17]([O:21][C:22]([N:1]1[CH2:2][CH2:3][CH:4]([N:7]2[C:11]3[CH:12]=[CH:13][CH:14]=[CH:15][C:10]=3[NH:9][C:8]2=[O:16])[CH2:5][CH2:6]1)=[O:23])([CH3:20])([CH3:19])[CH3:18]. The catalyst class is: 503. (5) Reactant: [N+:1]([C:4]1[CH:9]=[CH:8][C:7]([O:10][CH2:11][C:12]2[CH:17]=[CH:16][C:15]([F:18])=[CH:14][CH:13]=2)=[CH:6][CH:5]=1)([O-])=O.[H][H]. Product: [F:18][C:15]1[CH:16]=[CH:17][C:12]([CH2:11][O:10][C:7]2[CH:8]=[CH:9][C:4]([NH2:1])=[CH:5][CH:6]=2)=[CH:13][CH:14]=1. The catalyst class is: 94. (6) Reactant: [F:1][C:2]([F:15])([F:14])[C:3]1[CH:12]=[N:11][C:10]2[C:9](=O)[NH:8][CH:7]=[N:6][C:5]=2[CH:4]=1.C1(C)C=CC=CC=1.CCN(C(C)C)C(C)C.O=P(Cl)(Cl)[Cl:34]. Product: [Cl:34][C:9]1[C:10]2[N:11]=[CH:12][C:3]([C:2]([F:15])([F:14])[F:1])=[CH:4][C:5]=2[N:6]=[CH:7][N:8]=1. The catalyst class is: 161. (7) Reactant: [F:1][C:2]1[CH:7]=[CH:6][C:5]([F:8])=[CH:4][C:3]=1[CH2:9][C:10]([N:12]1[C:20]2[C:15](=[CH:16][C:17]([C:21]3[C:25]4[C:26]([NH2:31])=[N:27][CH:28]=[C:29](I)[C:24]=4[S:23][CH:22]=3)=[CH:18][CH:19]=2)[CH2:14][CH2:13]1)=[O:11].CC1(C)C(C)(C)OB([C:40]2[CH:41]=[N:42][N:43](C(OC(C)(C)C)=O)[CH:44]=2)O1.C(=O)([O-])[O-].[Na+].[Na+]. Product: [F:1][C:2]1[CH:7]=[CH:6][C:5]([F:8])=[CH:4][C:3]=1[CH2:9][C:10]([N:12]1[C:20]2[C:15](=[CH:16][C:17]([C:21]3[C:25]4[C:26]([NH2:31])=[N:27][CH:28]=[C:29]([C:40]5[CH:41]=[N:42][NH:43][CH:44]=5)[C:24]=4[S:23][CH:22]=3)=[CH:18][CH:19]=2)[CH2:14][CH2:13]1)=[O:11]. The catalyst class is: 12. (8) Reactant: [Li]CCCC.[CH3:6][N:7]1[CH:11]=[CH:10][N:9]=[N:8]1.[N:12]1([CH:17]2[CH2:22][CH2:21][N:20]([CH2:23][C:24]3[C:25]([O:44][CH3:45])=[N:26][C:27]4[C:32]([C:33]=3[Cl:34])=[CH:31][C:30]([C:35]([C:37]3[N:41]([CH3:42])[C:40]([CH3:43])=[N:39][CH:38]=3)=[O:36])=[CH:29][CH:28]=4)[CH2:19][CH2:18]2)[CH:16]=[CH:15][CH:14]=[N:13]1. Product: [N:12]1([CH:17]2[CH2:22][CH2:21][N:20]([CH2:23][C:24]3[C:25]([O:44][CH3:45])=[N:26][C:27]4[C:32]([C:33]=3[Cl:34])=[CH:31][C:30]([C:35]([C:37]3[N:41]([CH3:42])[C:40]([CH3:43])=[N:39][CH:38]=3)([C:11]3[N:7]([CH3:6])[N:8]=[N:9][CH:10]=3)[OH:36])=[CH:29][CH:28]=4)[CH2:19][CH2:18]2)[CH:16]=[CH:15][CH:14]=[N:13]1. The catalyst class is: 1. (9) Reactant: [NH2:1][C:2]1[CH:7]=[CH:6][C:5]([C:8]2[N:9]=[CH:10][C:11]3[N:12]([N:14]=[C:15]([NH2:17])[N:16]=3)[CH:13]=2)=[CH:4][CH:3]=1.CCN(C(C)C)C(C)C.[F:27][C:28]1[CH:29]=[C:30]([CH2:35][C:36](O)=[O:37])[CH:31]=[CH:32][C:33]=1[F:34].CN(C(ON1N=NC2C=CC=NC1=2)=[N+](C)C)C.F[P-](F)(F)(F)(F)F. Product: [NH2:17][C:15]1[N:16]=[C:11]2[CH:10]=[N:9][C:8]([C:5]3[CH:6]=[CH:7][C:2]([NH:1][C:36](=[O:37])[CH2:35][C:30]4[CH:31]=[CH:32][C:33]([F:34])=[C:28]([F:27])[CH:29]=4)=[CH:3][CH:4]=3)=[CH:13][N:12]2[N:14]=1. The catalyst class is: 20.